From a dataset of Full USPTO retrosynthesis dataset with 1.9M reactions from patents (1976-2016). Predict the reactants needed to synthesize the given product. (1) Given the product [CH:44]1([C:42]2[CH:41]=[C:40]([F:47])[C:37]3[C:38](=[O:39])[N:32]([C:9]4[CH:10]=[CH:11][CH:12]=[C:13]([C:14]5[CH:19]=[CH:18][N:17]=[C:16]6[NH:20][C:21]([C:23]7[CH:28]=[CH:27][C:26]([N:29]([CH3:30])[CH3:31])=[CH:25][CH:24]=7)=[N:22][C:15]=56)[C:8]=4[CH2:7][OH:6])[CH2:33][CH2:34][O:35][C:36]=3[CH:43]=2)[CH2:46][CH2:45]1, predict the reactants needed to synthesize it. The reactants are: [Li+].[OH-].C([O:6][CH2:7][C:8]1[C:13]([C:14]2[CH:19]=[CH:18][N:17]=[C:16]3[NH:20][C:21]([C:23]4[CH:28]=[CH:27][C:26]([N:29]([CH3:31])[CH3:30])=[CH:25][CH:24]=4)=[N:22][C:15]=23)=[CH:12][CH:11]=[CH:10][C:9]=1[N:32]1[C:38](=[O:39])[C:37]2[C:40]([F:47])=[CH:41][C:42]([CH:44]3[CH2:46][CH2:45]3)=[CH:43][C:36]=2[O:35][CH2:34][CH2:33]1)(=O)C. (2) The reactants are: [CH3:1][NH:2][CH:3]1[C:12]2[N:11]=[CH:10][CH:9]=[CH:8][C:7]=2[CH2:6][CH2:5][CH2:4]1.[C:13]1([C:19](=[N:26][C:27]2[N:32]3[CH:33]=[C:34]([CH:36]=O)[N:35]=[C:31]3[CH:30]=[CH:29][CH:28]=2)[C:20]2[CH:25]=[CH:24][CH:23]=[CH:22][CH:21]=2)[CH:18]=[CH:17][CH:16]=[CH:15][CH:14]=1. Given the product [C:13]1([C:19](=[N:26][C:27]2[N:32]3[CH:33]=[C:34]([CH2:36][N:2]([CH3:1])[CH:3]4[C:12]5[N:11]=[CH:10][CH:9]=[CH:8][C:7]=5[CH2:6][CH2:5][CH2:4]4)[N:35]=[C:31]3[CH:30]=[CH:29][CH:28]=2)[C:20]2[CH:25]=[CH:24][CH:23]=[CH:22][CH:21]=2)[CH:18]=[CH:17][CH:16]=[CH:15][CH:14]=1, predict the reactants needed to synthesize it.